Task: Regression. Given a peptide amino acid sequence and an MHC pseudo amino acid sequence, predict their binding affinity value. This is MHC class II binding data.. Dataset: Peptide-MHC class II binding affinity with 134,281 pairs from IEDB The binding affinity (normalized) is 0.728. The MHC is DRB1_0301 with pseudo-sequence DRB1_0301. The peptide sequence is QTKIQYVIRAQLHVG.